Dataset: Full USPTO retrosynthesis dataset with 1.9M reactions from patents (1976-2016). Task: Predict the reactants needed to synthesize the given product. (1) Given the product [C:22]([O:15][CH:11]([C:6]1[CH:7]=[CH:8][C:9]([O:10][C:29](=[O:31])[CH3:30])=[C:4]([O:3][CH2:1][CH3:2])[CH:5]=1)[C:12]([OH:14])=[O:13])(=[O:24])[CH3:23], predict the reactants needed to synthesize it. The reactants are: [CH2:1]([O:3][C:4]1[CH:5]=[C:6]([CH:11]([OH:15])[C:12]([OH:14])=[O:13])[CH:7]=[CH:8][C:9]=1[OH:10])[CH3:2].N1C=CC=CC=1.[C:22](OC(=O)C)(=[O:24])[CH3:23].[CH2:29]([O:31]CC)[CH3:30]. (2) Given the product [CH2:1]([N:8]1[C@@H:16]2[C@@:11]([C:18]3[CH:23]=[CH:22][C:21]([O:24][CH3:25])=[C:20]([O:26][CH3:27])[CH:19]=3)([CH2:12][CH2:13][C@H:14]([NH2:34])[CH2:15]2)[CH2:10][CH2:9]1)[C:2]1[CH:7]=[CH:6][CH:5]=[CH:4][CH:3]=1, predict the reactants needed to synthesize it. The reactants are: [CH2:1]([N:8]1[C@@H:16]2[C@@:11]([C:18]3[CH:23]=[CH:22][C:21]([O:24][CH3:25])=[C:20]([O:26][CH3:27])[CH:19]=3)([CH2:12][CH2:13][C:14](=O)[CH2:15]2)[CH2:10][CH2:9]1)[C:2]1[CH:7]=[CH:6][CH:5]=[CH:4][CH:3]=1.C([O-])(=O)C.[NH4+].C([BH3-])#[N:34].[Na+]. (3) Given the product [OH:7][CH:2]([CH3:1])[CH2:3][CH2:4][CH2:5][CH:6]([NH:13][CH3:12])[C:9]#[N:10], predict the reactants needed to synthesize it. The reactants are: [CH3:1][CH:2]1[O:7][CH:6](O)[CH2:5][CH2:4][CH2:3]1.[CH3:9][NH2:10].Cl.[C-:12]#[N:13].[Na+].